From a dataset of Forward reaction prediction with 1.9M reactions from USPTO patents (1976-2016). Predict the product of the given reaction. (1) The product is: [CH3:1][C:2]1([CH3:20])[C:6]2[C:7]([O:12][C:13]3[N:14]=[CH:15][C:16]([NH:19][C:30]([C@H:29]([NH:28][C:26](=[O:27])[O:25][C:22]([CH3:24])([CH3:23])[CH3:21])[CH2:33][CH3:34])=[O:31])=[CH:17][N:18]=3)=[CH:8][CH:9]=[C:10]([CH3:11])[C:5]=2[O:4][CH2:3]1. Given the reactants [CH3:1][C:2]1([CH3:20])[C:6]2[C:7]([O:12][C:13]3[N:18]=[CH:17][C:16]([NH2:19])=[CH:15][N:14]=3)=[CH:8][CH:9]=[C:10]([CH3:11])[C:5]=2[O:4][CH2:3]1.[CH3:21][C:22]([O:25][C:26]([NH:28][C@H:29]([CH2:33][CH3:34])[C:30](O)=[O:31])=[O:27])([CH3:24])[CH3:23].CCN(CC)CC.C(P1(=O)OP(CCC)(=O)OP(CCC)(=O)O1)CC, predict the reaction product. (2) Given the reactants [Cl:1][C:2]1[CH:7]=[CH:6][C:5]([NH:8][C:9]2[O:13][C:12]([C:14]3[CH:19]=[CH:18][C:17]([OH:20])=[CH:16][CH:15]=3)=[N:11][N:10]=2)=[CH:4][C:3]=1[C:21]([F:24])([F:23])[F:22].C[Si]([N-][Si](C)(C)C)(C)C.[K+].[C:35]([O-:38])([O-])=[O:36].[K+].[K+].Cl.Cl[C:43]1[CH:48]=[CH:47][N:46]=[CH:45][CH:44]=1, predict the reaction product. The product is: [F:22][C:21]([F:24])([F:23])[C:35]([OH:38])=[O:36].[Cl:1][C:2]1[CH:7]=[CH:6][C:5]([NH:8][C:9]2[O:13][C:12]([C:14]3[CH:15]=[CH:16][C:17]([O:20][C:43]4[CH:48]=[CH:47][N:46]=[CH:45][CH:44]=4)=[CH:18][CH:19]=3)=[N:11][N:10]=2)=[CH:4][C:3]=1[C:21]([F:22])([F:23])[F:24]. (3) Given the reactants [CH3:1][O:2][C:3]1[CH:15]=[CH:14][C:6]([O:7][C@H:8]([CH:11]([CH3:13])[CH3:12])[CH2:9]O)=[CH:5][C:4]=1[O:16][CH2:17][CH2:18][CH2:19][O:20][CH3:21].C1C=CC(P(C2C=CC=CC=2)C2C=CC=CC=2)=CC=1.[Br:41]N1C(=O)CCC1=O, predict the reaction product. The product is: [Br:41][CH2:9][C@H:8]([O:7][C:6]1[CH:14]=[CH:15][C:3]([O:2][CH3:1])=[C:4]([O:16][CH2:17][CH2:18][CH2:19][O:20][CH3:21])[CH:5]=1)[CH:11]([CH3:13])[CH3:12]. (4) Given the reactants [F:1][C:2]1[CH:7]=[CH:6][C:5]([C:8]2[S:9][CH:10]=[C:11]([C:13]([CH3:17])([CH3:16])[CH2:14][NH2:15])[N:12]=2)=[CH:4][CH:3]=1.[F:18][C:19]([F:35])([F:34])[C:20]1[O:24][N:23]=[C:22]([C:25]2[CH:26]=[N:27][CH:28]=[C:29]([CH:33]=2)[C:30](O)=[O:31])[N:21]=1, predict the reaction product. The product is: [F:1][C:2]1[CH:3]=[CH:4][C:5]([C:8]2[S:9][CH:10]=[C:11]([C:13]([CH3:17])([CH3:16])[CH2:14][NH:15][C:30](=[O:31])[C:29]3[CH:33]=[C:25]([C:22]4[N:21]=[C:20]([C:19]([F:35])([F:34])[F:18])[O:24][N:23]=4)[CH:26]=[N:27][CH:28]=3)[N:12]=2)=[CH:6][CH:7]=1. (5) Given the reactants C(O[C:4](=[O:16])[C:5]1[CH:10]=[C:9]([N+:11]([O-:13])=[O:12])[CH:8]=[CH:7][C:6]=1[CH2:14]Br)C.[CH3:17][O:18][C:19](=[O:29])[CH2:20][O:21][C:22]1[CH:27]=[CH:26][C:25]([NH2:28])=[CH:24][CH:23]=1.NC1C=CC=CC=1, predict the reaction product. The product is: [CH3:17][O:18][C:19](=[O:29])[CH2:20][O:21][C:22]1[CH:27]=[CH:26][C:25]([N:28]2[CH2:14][C:6]3[C:5](=[CH:10][C:9]([N+:11]([O-:13])=[O:12])=[CH:8][CH:7]=3)[C:4]2=[O:16])=[CH:24][CH:23]=1. (6) Given the reactants [C:1]1([C:7]2([NH2:11])[CH2:10][CH2:9][CH2:8]2)[CH:6]=[CH:5][CH:4]=[CH:3][CH:2]=1.[O:12]=[C:13]1[C:17]([C:24]2[CH:29]=[CH:28][CH:27]=[CH:26][CH:25]=2)([C:18]2[CH:23]=[CH:22][CH:21]=[CH:20][CH:19]=2)[CH2:16][CH2:15][N:14]1[CH2:30][C:31](O)=[O:32].Cl.C(N=C=NCCCN(C)C)C, predict the reaction product. The product is: [O:12]=[C:13]1[C:17]([C:24]2[CH:25]=[CH:26][CH:27]=[CH:28][CH:29]=2)([C:18]2[CH:23]=[CH:22][CH:21]=[CH:20][CH:19]=2)[CH2:16][CH2:15][N:14]1[CH2:30][C:31]([NH:11][C:7]1([C:1]2[CH:6]=[CH:5][CH:4]=[CH:3][CH:2]=2)[CH2:10][CH2:9][CH2:8]1)=[O:32].